Task: Predict the product of the given reaction.. Dataset: Forward reaction prediction with 1.9M reactions from USPTO patents (1976-2016) (1) Given the reactants [CH2:1]([O:8][C:9]1[CH:10]=[C:11](/[CH:22]=[CH:23]/[C:24]([O:26][CH3:27])=[O:25])[CH:12]=[N:13][C:14]=1[NH:15][C:16]1[S:17][CH:18]=[C:19]([CH3:21])[N:20]=1)[C:2]1[CH:7]=[CH:6][CH:5]=[CH:4][CH:3]=1.CC1C=CC(S(NN)(=O)=O)=CC=1, predict the reaction product. The product is: [CH2:1]([O:8][C:9]1[CH:10]=[C:11]([CH2:22][CH2:23][C:24]([O:26][CH3:27])=[O:25])[CH:12]=[N:13][C:14]=1[NH:15][C:16]1[S:17][CH:18]=[C:19]([CH3:21])[N:20]=1)[C:2]1[CH:7]=[CH:6][CH:5]=[CH:4][CH:3]=1. (2) Given the reactants Br[C:2]1[N:3]=[C:4]2[C:10]([CH2:11][CH3:12])=[C:9]([C:13]3[CH:18]=[CH:17][C:16]([C:19]4([CH3:24])[O:23][CH2:22][CH2:21][O:20]4)=[CH:15][CH:14]=3)[N:8]([CH2:25][O:26][CH2:27][CH2:28][Si:29]([CH3:32])([CH3:31])[CH3:30])[C:5]2=[N:6][CH:7]=1.[CH3:33][OH:34].[Li+].[OH-:36].Cl, predict the reaction product. The product is: [CH2:11]([C:10]1[C:4]2[C:5](=[N:6][CH:7]=[C:2]([C:33]([OH:36])=[O:34])[N:3]=2)[N:8]([CH2:25][O:26][CH2:27][CH2:28][Si:29]([CH3:32])([CH3:31])[CH3:30])[C:9]=1[C:13]1[CH:18]=[CH:17][C:16]([C:19]2([CH3:24])[O:23][CH2:22][CH2:21][O:20]2)=[CH:15][CH:14]=1)[CH3:12].